From a dataset of Retrosynthesis with 50K atom-mapped reactions and 10 reaction types from USPTO. Predict the reactants needed to synthesize the given product. Given the product CCCCCCCCCCCCC(C)(C)C(=O)OCCl, predict the reactants needed to synthesize it. The reactants are: CCCCCCCCCCCCC(C)(C)C(=O)O.O=S(=O)(Cl)OCCl.